From a dataset of Forward reaction prediction with 1.9M reactions from USPTO patents (1976-2016). Predict the product of the given reaction. (1) The product is: [CH2:9]1[C:10]2([CH2:16][CH2:15][N:14]([C:17]3[N:22]=[C:21]([N:23]4[CH2:27][CH2:26][CH2:25][CH:24]4[C:28]4[O:32][N:31]=[C:30]([C:33]5[CH:38]=[CH:37][CH:36]=[CH:35][N:34]=5)[CH:29]=4)[N:20]=[C:19]([NH:39][C:40]4[CH:44]=[C:43]([CH3:45])[NH:42][N:41]=4)[CH:18]=3)[CH2:13][CH2:12]2)[CH2:11][NH:8]1. Given the reactants C(OC([N:8]1[CH2:11][C:10]2([CH2:16][CH2:15][N:14]([C:17]3[N:22]=[C:21]([N:23]4[CH2:27][CH2:26][CH2:25][CH:24]4[C:28]4[O:32][N:31]=[C:30]([C:33]5[CH:38]=[CH:37][CH:36]=[CH:35][N:34]=5)[CH:29]=4)[N:20]=[C:19]([NH:39][C:40]4[CH:44]=[C:43]([CH3:45])[NH:42][N:41]=4)[CH:18]=3)[CH2:13][CH2:12]2)[CH2:9]1)=O)(C)(C)C.C(O)(C(F)(F)F)=O, predict the reaction product. (2) Given the reactants [C:1]1([C:7]([NH:9][C:10]2[CH:15]=[CH:14][C:13]([C@@H:16]3[CH2:18][C@H:17]3[NH:19]C(=O)OC(C)(C)C)=[CH:12][CH:11]=2)=[O:8])[CH:6]=[CH:5][CH:4]=[CH:3][CH:2]=1.[ClH:27].C(OCC)(=O)C, predict the reaction product. The product is: [ClH:27].[NH2:19][C@@H:17]1[CH2:18][C@H:16]1[C:13]1[CH:14]=[CH:15][C:10]([NH:9][C:7](=[O:8])[C:1]2[CH:6]=[CH:5][CH:4]=[CH:3][CH:2]=2)=[CH:11][CH:12]=1.